Predict the reactants needed to synthesize the given product. From a dataset of Full USPTO retrosynthesis dataset with 1.9M reactions from patents (1976-2016). (1) Given the product [CH3:4][C:2]([C:5]1[CH:10]=[C:9]([CH2:11][OH:12])[CH:8]=[CH:7][C:6]=1[C:15]1[CH:20]=[C:19]([O:21][CH3:22])[CH:18]=[CH:17][C:16]=1[F:23])([CH3:1])[CH3:3], predict the reactants needed to synthesize it. The reactants are: [CH3:1][C:2]([C:5]1[CH:10]=[C:9]([C:11](OC)=[O:12])[CH:8]=[CH:7][C:6]=1[C:15]1[CH:20]=[C:19]([O:21][CH3:22])[CH:18]=[CH:17][C:16]=1[F:23])([CH3:4])[CH3:3].C1COCC1.[H-].[H-].[H-].[H-].[Li+].[Al+3].[OH-].[Na+]. (2) Given the product [C:1]([O:5][C:6]([N:8]1[CH2:13][CH2:12][CH:11]([CH2:14][O:15][C:21]2[CH:20]=[CH:19][CH:18]=[C:17]([Br:16])[CH:22]=2)[CH2:10][CH2:9]1)=[O:7])([CH3:4])([CH3:3])[CH3:2], predict the reactants needed to synthesize it. The reactants are: [C:1]([O:5][C:6]([N:8]1[CH2:13][CH2:12][CH:11]([CH2:14][OH:15])[CH2:10][CH2:9]1)=[O:7])([CH3:4])([CH3:3])[CH3:2].[Br:16][C:17]1[CH:18]=[C:19](O)[CH:20]=[CH:21][CH:22]=1. (3) Given the product [C:30]([OH:33])([C:11]([F:14])([F:13])[F:12])=[O:31].[OH:15][CH2:16][CH2:17][NH:18][C:19](=[O:20])[C:21]1[CH:26]=[CH:25][C:24]([C:2]2[CH:10]=[C:9]([C:11]([F:14])([F:13])[F:12])[CH:8]=[C:7]3[C:3]=2[CH:4]=[N:5][NH:6]3)=[CH:23][CH:22]=1, predict the reactants needed to synthesize it. The reactants are: Br[C:2]1[CH:10]=[C:9]([C:11]([F:14])([F:13])[F:12])[CH:8]=[C:7]2[C:3]=1[CH:4]=[N:5][NH:6]2.[OH:15][CH2:16][CH2:17][NH:18][C:19]([C:21]1[CH:26]=[CH:25][C:24](B(O)O)=[CH:23][CH:22]=1)=[O:20].[C:30]([O-:33])(O)=[O:31].[Na+]. (4) The reactants are: [C:1]([NH:9][C:10]1[S:11][CH2:12][C@@H:13]2[C@@H:18]([C:19]([OH:21])=O)[O:17][CH2:16][C@:14]2([C:22]2[CH:27]=[C:26]([Br:28])[CH:25]=[CH:24][C:23]=2[F:29])[N:15]=1)(=[O:8])[C:2]1[CH:7]=[CH:6][CH:5]=[CH:4][CH:3]=1.Cl.[CH3:31][NH:32][O:33][CH3:34].C(N(CC)CC)C.CN(C(ON1N=NC2C=CC=NC1=2)=[N+](C)C)C.F[P-](F)(F)(F)(F)F.[Cl-].[NH4+]. Given the product [C:1]([NH:9][C:10]1[S:11][CH2:12][C@@H:13]2[C@@H:18]([C:19]([N:32]([O:33][CH3:34])[CH3:31])=[O:21])[O:17][CH2:16][C@:14]2([C:22]2[CH:27]=[C:26]([Br:28])[CH:25]=[CH:24][C:23]=2[F:29])[N:15]=1)(=[O:8])[C:2]1[CH:7]=[CH:6][CH:5]=[CH:4][CH:3]=1, predict the reactants needed to synthesize it. (5) Given the product [NH2:13][C:4]1[CH:3]=[C:2]([F:1])[C:7]2[N:8]([CH3:12])[C:9](=[O:11])[O:10][C:6]=2[CH:5]=1, predict the reactants needed to synthesize it. The reactants are: [F:1][C:2]1[C:7]2[N:8]([CH3:12])[C:9](=[O:11])[O:10][C:6]=2[CH:5]=[C:4]([N+:13]([O-])=O)[CH:3]=1.[Cl-].[NH4+].